From a dataset of Full USPTO retrosynthesis dataset with 1.9M reactions from patents (1976-2016). Predict the reactants needed to synthesize the given product. (1) Given the product [ClH:26].[C:1]1([C@@H:13]2[CH2:17][CH2:16][C@H:15]([NH2:18])[CH2:14]2)[N:5]2[C:6]3[CH:12]=[CH:11][NH:10][C:7]=3[N:8]=[CH:9][C:4]2=[N:3][N:2]=1, predict the reactants needed to synthesize it. The reactants are: [C:1]1([C@@H:13]2[CH2:17][CH2:16][C@H:15]([NH:18]C(=O)OC(C)(C)C)[CH2:14]2)[N:5]2[C:6]3[CH:12]=[CH:11][NH:10][C:7]=3[N:8]=[CH:9][C:4]2=[N:3][N:2]=1.[ClH:26]. (2) Given the product [Cl:1][C:2]1[C:11]([S:12]([N:15]([CH2:21][C:22]2[CH:27]=[CH:26][C:25]([O:28][CH3:29])=[CH:24][CH:23]=2)[C:16]2[S:17][CH:18]=[CH:19][N:20]=2)(=[O:14])=[O:13])=[CH:10][C:5]2[O:6][CH2:7][CH2:8][N:9]([C:31]3[CH:38]=[CH:37][C:36]([C:39]([F:42])([F:41])[F:40])=[CH:35][C:32]=3[C:33]#[N:34])[C:4]=2[CH:3]=1, predict the reactants needed to synthesize it. The reactants are: [Cl:1][C:2]1[C:11]([S:12]([N:15]([CH2:21][C:22]2[CH:27]=[CH:26][C:25]([O:28][CH3:29])=[CH:24][CH:23]=2)[C:16]2[S:17][CH:18]=[CH:19][N:20]=2)(=[O:14])=[O:13])=[CH:10][C:5]2[O:6][CH2:7][CH2:8][NH:9][C:4]=2[CH:3]=1.Br[C:31]1[CH:38]=[CH:37][C:36]([C:39]([F:42])([F:41])[F:40])=[CH:35][C:32]=1[C:33]#[N:34].CC1(C)C2C(=C(P(C3C=CC=CC=3)C3C=CC=CC=3)C=CC=2)OC2C(P(C3C=CC=CC=3)C3C=CC=CC=3)=CC=CC1=2.C(=O)([O-])[O-].[Cs+].[Cs+].